From a dataset of Reaction yield outcomes from USPTO patents with 853,638 reactions. Predict the reaction yield, written as a fraction of the theoretical maximum amount of product (1.0 means a 100% yield; for example, 0.34 means a 34% yield). (1) The reactants are CC([O:4][C:5]([CH2:7][CH2:8][CH2:9]/[CH:10]=[CH:11]\[CH2:12][C@@H:13]1[C@@H:17]([CH2:18][CH2:19][C@@H:20]([OH:29])[CH2:21][CH2:22][C:23]2[CH:28]=[CH:27][CH:26]=[CH:25][CH:24]=2)[C@H:16]([OH:30])[CH2:15][C@@H:14]1[OH:31])=O)C.[C:32]([O:39][CH2:40][CH:41]([OH:51])[CH2:42][O:43][C:44](=[O:50])[CH2:45][CH2:46][CH2:47][C:48]#[CH:49])(=[O:38])[CH2:33][CH2:34][CH2:35][C:36]#[CH:37].CN(C(ON1N=NC2C=CC=CC1=2)=[N+](C)C)C.F[P-](F)(F)(F)(F)F.C(N(CC)CC)C. The catalyst is C(Cl)Cl. The product is [C:32]([O:39][CH2:40][CH:41]([O:51][C:5](=[O:4])[CH2:7][CH2:8][CH2:9]/[CH:10]=[CH:11]\[CH2:12][C@H:13]1[C@@H:14]([OH:31])[CH2:15][C@@H:16]([OH:30])[C@@H:17]1[CH2:18][CH2:19][C@@H:20]([OH:29])[CH2:21][CH2:22][C:23]1[CH:24]=[CH:25][CH:26]=[CH:27][CH:28]=1)[CH2:42][O:43][C:44](=[O:50])[CH2:45][CH2:46][CH2:47][C:48]#[CH:49])(=[O:38])[CH2:33][CH2:34][CH2:35][C:36]#[CH:37]. The yield is 0.420. (2) The reactants are [C:1](Cl)(=[O:8])[C:2]1[CH:7]=[CH:6][CH:5]=[CH:4][CH:3]=1.O=C[C@@H:12]([C@H:14]([C@@H:16]([C@@H:18]([CH2:20][OH:21])[OH:19])[OH:17])[OH:15])[OH:13].Cl[CH2:23][Cl:24]. The catalyst is [Cl-].[Zn+2].[Cl-]. The product is [C:1]([O:21][C@@H:20]1[C@@H:18]([O:19][C:1](=[O:8])[C:2]2[CH:7]=[CH:6][CH:5]=[CH:4][CH:3]=2)[C@H:16]([O:17][C:1](=[O:8])[C:2]2[CH:7]=[CH:6][CH:5]=[CH:4][CH:3]=2)[C@@H:14]([CH2:12][O:13][C:1](=[O:8])[C:2]2[CH:7]=[CH:6][CH:5]=[CH:4][CH:3]=2)[O:15][C@@H:23]1[Cl:24])(=[O:8])[C:2]1[CH:7]=[CH:6][CH:5]=[CH:4][CH:3]=1. The yield is 0.860. (3) The reactants are [C:1]([O:5][C:6](=[O:21])[NH:7][C@@H:8]([C:10]1[CH:19]=[CH:18][C:17]2[C:12](=[CH:13][C:14](Br)=[CH:15][CH:16]=2)[N:11]=1)[CH3:9])([CH3:4])([CH3:3])[CH3:2].[CH3:22][O:23][CH2:24][C@:25]([CH3:31])([CH:29]=[CH2:30])[C:26]([OH:28])=[O:27].C1(C)C=CC=CC=1P(C1C=CC=CC=1C)C1C=CC=CC=1C.C1(N(C)C2CCCCC2)CCCCC1.S([O-])(O)(=O)=O.[K+]. The catalyst is C([O-])(=O)C.[Pd+2].C([O-])(=O)C.O1CCOCC1.C(#N)C. The product is [C:1]([O:5][C:6]([NH:7][C@@H:8]([C:10]1[CH:19]=[CH:18][C:17]2[C:12](=[CH:13][C:14](/[CH:30]=[CH:29]/[C@:25]([CH2:24][O:23][CH3:22])([CH3:31])[C:26]([OH:28])=[O:27])=[CH:15][CH:16]=2)[N:11]=1)[CH3:9])=[O:21])([CH3:4])([CH3:3])[CH3:2]. The yield is 0.210. (4) The reactants are [Cl:1][C:2]1[C:3]([S:24]([N:27]([CH2:37][C:38]2[CH:43]=[CH:42][C:41]([O:44][CH3:45])=[CH:40][CH:39]=2)[CH2:28][C:29]2[CH:34]=[CH:33][C:32]([O:35][CH3:36])=[CH:31][CH:30]=2)(=[O:26])=[O:25])=[N:4][CH:5]=[C:6]([C:9]([N:11]2[CH2:16][CH2:15][CH:14]([C:17]3[CH:22]=[CH:21][C:20]([F:23])=[CH:19][CH:18]=3)[CH2:13][CH2:12]2)=[O:10])[C:7]=1Cl.[Cl:46][C:47]1[CH:53]=[CH:52][C:51]([F:54])=[CH:50][C:48]=1[NH2:49]. No catalyst specified. The product is [Cl:1][C:2]1[C:3]([S:24]([N:27]([CH2:37][C:38]2[CH:39]=[CH:40][C:41]([O:44][CH3:45])=[CH:42][CH:43]=2)[CH2:28][C:29]2[CH:34]=[CH:33][C:32]([O:35][CH3:36])=[CH:31][CH:30]=2)(=[O:26])=[O:25])=[N:4][CH:5]=[C:6]([C:9]([N:11]2[CH2:16][CH2:15][CH:14]([C:17]3[CH:18]=[CH:19][C:20]([F:23])=[CH:21][CH:22]=3)[CH2:13][CH2:12]2)=[O:10])[C:7]=1[NH:49][C:48]1[CH:50]=[C:51]([F:54])[CH:52]=[CH:53][C:47]=1[Cl:46]. The yield is 0.700. (5) The reactants are [F:1][C:2]1[CH:7]=[CH:6][CH:5]=[C:4]([F:8])[C:3]=1[N:9]1[C:14]2[N:15]=[C:16](S(C)=O)[N:17]=[C:18]([C:19]3[CH:20]=[C:21]([CH:28]=[CH:29][C:30]=3[CH3:31])[C:22]([NH:24][CH2:25][CH2:26][CH3:27])=[O:23])[C:13]=2[CH2:12][NH:11][C:10]1=[O:35].[CH3:36][N:37]([CH3:43])[CH2:38][CH2:39][CH2:40][NH:41][CH3:42]. The catalyst is C(Cl)Cl. The product is [F:1][C:2]1[CH:7]=[CH:6][CH:5]=[C:4]([F:8])[C:3]=1[N:9]1[C:14]2[N:15]=[C:16]([N:41]([CH2:40][CH2:39][CH2:38][N:37]([CH3:43])[CH3:36])[CH3:42])[N:17]=[C:18]([C:19]3[CH:20]=[C:21]([CH:28]=[CH:29][C:30]=3[CH3:31])[C:22]([NH:24][CH2:25][CH2:26][CH3:27])=[O:23])[C:13]=2[CH2:12][NH:11][C:10]1=[O:35]. The yield is 0.720. (6) The reactants are [NH2:1][C:2]1[CH:7]=[CH:6][CH:5]=[CH:4][C:3]=1[NH:8][C:9](=O)[C:10]1[CH:15]=[CH:14][N:13]=[C:12]([NH:16][C:17](=[O:24])[C:18]2[CH:23]=[CH:22][CH:21]=[CH:20][CH:19]=2)[CH:11]=1.P(Cl)(Cl)(Cl)=O. The yield is 0.0900. The catalyst is C1(C)C=CC=CC=1. The product is [NH:8]1[C:3]2[CH:4]=[CH:5][CH:6]=[CH:7][C:2]=2[N:1]=[C:9]1[C:10]1[CH:15]=[CH:14][N:13]=[C:12]([NH:16][C:17](=[O:24])[C:18]2[CH:23]=[CH:22][CH:21]=[CH:20][CH:19]=2)[CH:11]=1. (7) The catalyst is O1CCOCC1.C1C=CC(P(C2C=CC=CC=2)[C-]2C=CC=C2)=CC=1.C1C=CC(P(C2C=CC=CC=2)[C-]2C=CC=C2)=CC=1.Cl[Pd]Cl.[Fe+2]. The reactants are [Br:1][C:2]1[CH:3]=[N:4][C:5](I)=[N:6][CH:7]=1.P([O-])([O-])([O-])=O.[K+].[K+].[K+].[C:17]1(B(O)O)[CH:22]=[CH:21][CH:20]=[CH:19][CH:18]=1.C(Cl)Cl. The product is [Br:1][C:2]1[CH:3]=[N:4][C:5]([C:17]2[CH:22]=[CH:21][CH:20]=[CH:19][CH:18]=2)=[N:6][CH:7]=1. The yield is 0.860. (8) The reactants are [F:1][C:2]1[CH:7]=[CH:6][C:5]([CH2:8][C:9]2[NH:17][C:16]3[C:11](=[N:12][CH:13]=[CH:14][C:15]=3[C:18]([O:20]C)=[O:19])[CH:10]=2)=[CH:4][CH:3]=1. The catalyst is C(#N)C.O. The product is [F:1][C:2]1[CH:3]=[CH:4][C:5]([CH2:8][C:9]2[NH:17][C:16]3[C:11](=[N:12][CH:13]=[CH:14][C:15]=3[C:18]([OH:20])=[O:19])[CH:10]=2)=[CH:6][CH:7]=1. The yield is 0.610. (9) The reactants are C(OC(=O)C)C.[C:7]([O:11][C:12]([NH:14][CH2:15][CH2:16][O:17][C:18](=[O:32])[CH2:19][O:20][C:21]1[CH:26]=[CH:25][C:24]([CH2:27][CH2:28][CH2:29][CH2:30]N)=[CH:23][CH:22]=1)=[O:13])([CH3:10])([CH3:9])[CH3:8].C([N:35](CC)CC)C.I.[NH2:41][C:42]1[C:43]([C:50]([NH:52][C:53](=[NH:56])SC)=[O:51])=[N:44][C:45]([Cl:49])=[C:46]([NH2:48])[N:47]=1. The catalyst is C1COCC1. The product is [C:7]([O:11][C:12]([NH:14][CH2:15][CH2:16][O:17][C:18](=[O:32])[CH2:19][O:20][C:21]1[CH:22]=[CH:23][C:24]([CH2:27][CH2:28][CH2:29][CH2:30][N:52]([C:50]([C:43]2[C:42]([NH2:41])=[N:47][C:46]([NH2:48])=[C:45]([Cl:49])[N:44]=2)=[O:51])[C:53]([NH2:56])=[NH:35])=[CH:25][CH:26]=1)=[O:13])([CH3:9])([CH3:8])[CH3:10]. The yield is 0.760.